This data is from Forward reaction prediction with 1.9M reactions from USPTO patents (1976-2016). The task is: Predict the product of the given reaction. (1) The product is: [F:22][C:23]([F:36])([F:35])[S:24]([O:1][C:2]1[CH:11]=[C:10]2[C:5]([CH:6]=[CH:7][CH:8]=[C:9]2[C:12]([O:14][CH3:15])=[O:13])=[CH:4][CH:3]=1)(=[O:26])=[O:25]. Given the reactants [OH:1][C:2]1[CH:11]=[C:10]2[C:5]([CH:6]=[CH:7][CH:8]=[C:9]2[C:12]([O:14][CH3:15])=[O:13])=[CH:4][CH:3]=1.N1C=CC=CC=1.[F:22][C:23]([F:36])([F:35])[S:24](O[S:24]([C:23]([F:36])([F:35])[F:22])(=[O:26])=[O:25])(=[O:26])=[O:25], predict the reaction product. (2) Given the reactants [CH3:1][O:2][C:3]1[CH:4]=[C:5]([CH2:10][CH:11]([NH:13][CH:14]=[O:15])[CH3:12])[CH:6]=[CH:7][C:8]=1[CH3:9].[C:16](Cl)(=[O:20])[C:17](Cl)=[O:18], predict the reaction product. The product is: [CH3:1][O:2][C:3]1[CH:4]=[C:5]2[C:6](=[CH:7][C:8]=1[CH3:9])[CH:14]1[O:15][C:16](=[O:20])[C:17](=[O:18])[N:13]1[CH:11]([CH3:12])[CH2:10]2. (3) The product is: [O:1]1[C:5]2[CH:6]=[CH:7][C:8]([C:10]3[O:14][C:13]([S:15][CH2:22][C:21]4[CH:24]=[CH:25][C:18]([O:17][CH3:16])=[CH:19][CH:20]=4)=[N:12][N:11]=3)=[CH:9][C:4]=2[CH2:3][CH2:2]1. Given the reactants [O:1]1[C:5]2[CH:6]=[CH:7][C:8]([C:10]3[O:14][C:13]([SH:15])=[N:12][N:11]=3)=[CH:9][C:4]=2[CH2:3][CH2:2]1.[CH3:16][O:17][C:18]1[CH:25]=[CH:24][C:21]([CH2:22]Cl)=[CH:20][CH:19]=1, predict the reaction product.